From a dataset of Full USPTO retrosynthesis dataset with 1.9M reactions from patents (1976-2016). Predict the reactants needed to synthesize the given product. Given the product [F:1][C@H:2]1[CH2:6][N:5]([C:16](=[O:17])[C@@H:15]([NH:19][C@@H:20]([C:25]2[CH:30]=[CH:29][C:28]([C:31]3[CH:36]=[CH:35][C:34]([S:37]([CH3:40])(=[O:39])=[O:38])=[CH:33][CH:32]=3)=[CH:27][CH:26]=2)[C:21]([F:24])([F:22])[F:23])[CH2:14][CH:13]([CH3:41])[CH3:12])[C@@H:4]2[C@@H:7]([OH:10])[CH2:8][O:9][C@H:3]12, predict the reactants needed to synthesize it. The reactants are: [F:1][C@H:2]1[CH2:6][NH2+:5][C@@H:4]2[C@@H:7]([OH:10])[CH2:8][O:9][C@H:3]12.[Cl-].[CH3:12][CH:13]([CH3:41])[CH2:14][C@H:15]([NH:19][C@@H:20]([C:25]1[CH:30]=[CH:29][C:28]([C:31]2[CH:36]=[CH:35][C:34]([S:37]([CH3:40])(=[O:39])=[O:38])=[CH:33][CH:32]=2)=[CH:27][CH:26]=1)[C:21]([F:24])([F:23])[F:22])[C:16](O)=[O:17].C1(N=C=NC2CCCCC2)CCCCC1.C(N(C(C)C)CC)(C)C.